Dataset: Reaction yield outcomes from USPTO patents with 853,638 reactions. Task: Predict the reaction yield, written as a fraction of the theoretical maximum amount of product (1.0 means a 100% yield; for example, 0.34 means a 34% yield). (1) The reactants are Cl[C:2]1[CH:3]=[CH:4][C:5]2[CH:10]=[N:9][C:8]([S:11][CH3:12])=[N:7][C:6]=2[N:13]=1.[CH3:14][N:15]1[CH:19]=[C:18](B2OC(C)(C)C(C)(C)O2)[CH:17]=[N:16]1.[F-].[Cs+]. The catalyst is COCCOC.CO.C1C=CC([P]([Pd]([P](C2C=CC=CC=2)(C2C=CC=CC=2)C2C=CC=CC=2)([P](C2C=CC=CC=2)(C2C=CC=CC=2)C2C=CC=CC=2)[P](C2C=CC=CC=2)(C2C=CC=CC=2)C2C=CC=CC=2)(C2C=CC=CC=2)C2C=CC=CC=2)=CC=1. The product is [CH3:14][N:15]1[CH:19]=[C:18]([C:2]2[CH:3]=[CH:4][C:5]3[CH:10]=[N:9][C:8]([S:11][CH3:12])=[N:7][C:6]=3[N:13]=2)[CH:17]=[N:16]1. The yield is 0.350. (2) The reactants are [Cl:1][C:2]1[C:7]([C:8]([OH:10])=[O:9])=[CH:6][N:5]=[CH:4][CH:3]=1.[C:11](Cl)(=O)C(Cl)=O.CN(C=O)C.CO. The catalyst is C(Cl)Cl. The product is [Cl:1][C:2]1[C:7]([C:8]([O:10][CH3:11])=[O:9])=[CH:6][N:5]=[CH:4][CH:3]=1. The yield is 0.500. (3) The reactants are [C:1]1(=[O:11])[O:6][C:4](=O)[C:3]2=[CH:7][CH:8]=[CH:9][CH:10]=[C:2]12.[NH2:12][C@H:13]([C:18]1[CH:23]=[CH:22][C:21]([F:24])=[CH:20][CH:19]=1)[CH2:14][C:15]([OH:17])=[O:16].O. The catalyst is CN(C=O)C. The product is [O:11]=[C:1]1[C:2]2[C:3](=[CH:7][CH:8]=[CH:9][CH:10]=2)[C:4](=[O:6])[N:12]1[C@H:13]([C:18]1[CH:19]=[CH:20][C:21]([F:24])=[CH:22][CH:23]=1)[CH2:14][C:15]([OH:17])=[O:16]. The yield is 0.930. (4) The reactants are Br[C:2]1[CH:13]=[CH:12][C:5]([CH2:6][N:7]2[CH:11]=[CH:10][N:9]=[CH:8]2)=[C:4]([CH3:14])[CH:3]=1.[CH3:15][Si:16]([C:19]#[CH:20])([CH3:18])[CH3:17].CO.CCOC(C)=O. The catalyst is C(N(CC)CC)C.[Cu]I.Cl[Pd](Cl)([P](C1C=CC=CC=1)(C1C=CC=CC=1)C1C=CC=CC=1)[P](C1C=CC=CC=1)(C1C=CC=CC=1)C1C=CC=CC=1. The product is [CH3:14][C:4]1[CH:3]=[C:2]([C:20]#[C:19][Si:16]([CH3:18])([CH3:17])[CH3:15])[CH:13]=[CH:12][C:5]=1[CH2:6][N:7]1[CH:11]=[CH:10][N:9]=[CH:8]1. The yield is 0.820. (5) The reactants are [Cl:1][C:2]1[CH:7]=[CH:6][C:5](/[CH:8]=[CH:9]/[C:10]2[CH:15]=[CH:14][C:13]([N+:16]([O-])=O)=[CH:12][CH:11]=2)=[CH:4][C:3]=1[C:19]([F:22])([F:21])[F:20]. The catalyst is C1COCC1.[Ni]. The product is [Cl:1][C:2]1[CH:7]=[CH:6][C:5]([CH2:8][CH2:9][C:10]2[CH:15]=[CH:14][C:13]([NH2:16])=[CH:12][CH:11]=2)=[CH:4][C:3]=1[C:19]([F:20])([F:21])[F:22]. The yield is 0.970. (6) The reactants are [BH4-].[Na+].[C:3]1([S:9]([N:12]2[C:20]3[C:15](=[CH:16][C:17]([C:21](=O)[CH3:22])=[CH:18][CH:19]=3)[CH2:14][CH2:13]2)(=[O:11])=[O:10])[CH:8]=[CH:7][CH:6]=[CH:5][CH:4]=1.[OH-].[Na+]. The catalyst is C(O)(C(F)(F)F)=O.O. The product is [C:3]1([S:9]([N:12]2[C:20]3[C:15](=[CH:16][C:17]([CH2:21][CH3:22])=[CH:18][CH:19]=3)[CH2:14][CH2:13]2)(=[O:11])=[O:10])[CH:4]=[CH:5][CH:6]=[CH:7][CH:8]=1. The yield is 0.430. (7) The reactants are [Cl:1][C:2]1[CH:10]=[CH:9][C:8]([C:11]2[N:12]=[N:13][N:14]([C:16]3[N:17]([CH3:32])[N:18]=[C:19]([C:25]([F:31])([F:30])[C:26]([F:29])([F:28])[F:27])[C:20]=3[C:21]([F:24])([F:23])[F:22])[CH:15]=2)=[CH:7][C:3]=1[C:4]([OH:6])=O.C(Cl)(=O)C(Cl)=O.[CH:39]1([NH2:42])[CH2:41][CH2:40]1.N1C=CC=CC=1.C(=O)([O-])O.[Na+]. The catalyst is CN(C)C=O.ClCCl.O1CCCC1. The product is [Cl:1][C:2]1[CH:10]=[CH:9][C:8]([C:11]2[N:12]=[N:13][N:14]([C:16]3[N:17]([CH3:32])[N:18]=[C:19]([C:25]([F:30])([F:31])[C:26]([F:27])([F:29])[F:28])[C:20]=3[C:21]([F:22])([F:24])[F:23])[CH:15]=2)=[CH:7][C:3]=1[C:4]([NH:42][CH:39]1[CH2:41][CH2:40]1)=[O:6]. The yield is 0.602. (8) The reactants are CC(C)(CNC(C[C@@H]1CC[C@@]2(O[C@]3(C4CC5C[C@@](O)(C4)CC3C5)OO2)CC1)=O)N.[OH:30][C:31]12[CH2:40][CH:35]3[CH2:36][CH:37]([CH2:39][CH:33]([C:34]3=[O:41])[CH2:32]1)[CH2:38]2.[C:42]1([CH3:51])[CH:47]=[CH:46][C:45]([C:48](Cl)=[O:49])=[CH:44][CH:43]=1. The catalyst is N1C=CC=CC=1. The product is [C:42]1([CH3:51])[CH:47]=[CH:46][C:45]([C:48]([O:30][C:31]23[CH2:40][CH:35]4[CH2:36][CH:37]([CH2:39][CH:33]([C:34]4=[O:41])[CH2:32]2)[CH2:38]3)=[O:49])=[CH:44][CH:43]=1. The yield is 0.900. (9) The reactants are [NH2:1][C:2]1[C:7]([F:8])=[C:6](Cl)[N:5]=[C:4]([C:10]([O:12][CH3:13])=[O:11])[C:3]=1[O:14][CH3:15].[CH2:16]([Sn](CCCC)(CCCC)C=C)[CH2:17]CC. The catalyst is ClCCCl.Cl[Pd](Cl)([P](C1C=CC=CC=1)(C1C=CC=CC=1)C1C=CC=CC=1)[P](C1C=CC=CC=1)(C1C=CC=CC=1)C1C=CC=CC=1. The product is [NH2:1][C:2]1[C:7]([F:8])=[C:6]([CH:16]=[CH2:17])[N:5]=[C:4]([C:10]([O:12][CH3:13])=[O:11])[C:3]=1[O:14][CH3:15]. The yield is 0.970.